From a dataset of Reaction yield outcomes from USPTO patents with 853,638 reactions. Predict the reaction yield, written as a fraction of the theoretical maximum amount of product (1.0 means a 100% yield; for example, 0.34 means a 34% yield). (1) The yield is 0.741. The catalyst is CO. The reactants are B(F)(F)F.[CH3:5]COCC.[CH:10]1[C:15](/[CH:16]=[CH:17]/[C:18]([OH:20])=[O:19])=[CH:14][CH:13]=[C:12]([OH:21])[CH:11]=1. The product is [C:18]([O:20][CH3:5])(=[O:19])/[CH:17]=[CH:16]/[C:15]1[CH:14]=[CH:13][C:12]([OH:21])=[CH:11][CH:10]=1. (2) The reactants are [C-:1]#[N:2].[Na+].S(=O)(=O)(O)O.[Br:9][C:10]1[CH:26]=[C:25]([CH2:27]Cl)[CH:24]=[C:23]([Br:29])[C:11]=1[CH2:12][C:13]1[CH:14]=[C:15]([CH:20]([CH3:22])[CH3:21])[C:16](=[O:19])[NH:17][N:18]=1. The catalyst is CS(C)=O. The product is [Br:9][C:10]1[CH:26]=[C:25]([CH2:27][C:1]#[N:2])[CH:24]=[C:23]([Br:29])[C:11]=1[CH2:12][C:13]1[CH:14]=[C:15]([CH:20]([CH3:22])[CH3:21])[C:16](=[O:19])[NH:17][N:18]=1. The yield is 0.670.